This data is from Reaction yield outcomes from USPTO patents with 853,638 reactions. The task is: Predict the reaction yield, written as a fraction of the theoretical maximum amount of product (1.0 means a 100% yield; for example, 0.34 means a 34% yield). The reactants are C1(C)C=CC=CC=1.[CH2:8]1[C:11]2([O:16][CH2:15][CH:14]([O:17][C:18]3[CH:23]=[CH:22][N:21]=[C:20]([CH2:24][S:25][C:26]4[NH:30][C:29]5[CH:31]=[CH:32][CH:33]=[CH:34][C:28]=5[N:27]=4)[C:19]=3[CH3:35])[CH2:13][O:12]2)[CH2:10][CH2:9]1.ClC1C=CC=C(C(OO)=[O:44])C=1.C(=O)([O-])O.[Na+]. The catalyst is C1(C)C=CC=CC=1.CO.CO. The product is [CH2:10]1[C:11]2([O:16][CH2:15][CH:14]([O:17][C:18]3[CH:23]=[CH:22][N:21]=[C:20]([CH2:24][S:25]([C:26]4[NH:27][C:28]5[CH:34]=[CH:33][CH:32]=[CH:31][C:29]=5[N:30]=4)=[O:44])[C:19]=3[CH3:35])[CH2:13][O:12]2)[CH2:8][CH2:9]1. The yield is 0.762.